Dataset: Catalyst prediction with 721,799 reactions and 888 catalyst types from USPTO. Task: Predict which catalyst facilitates the given reaction. Reactant: [CH3:1][O:2][C:3]1[N:8]=[CH:7][C:6]([CH2:9][O:10][C:11]2[C:20]3[C:15](=[CH:16][CH:17]=[CH:18][CH:19]=3)[CH:14]=[CH:13][C:12]=2[C:21](O)=[O:22])=[CH:5][CH:4]=1.ON1C2C=CC=CC=2N=N1.C(N(CC)C(C)C)(C)C.Cl.[CH3:44][O:45][C:46](=[O:51])[C:47]([CH3:50])([CH3:49])[NH2:48].Cl. Product: [CH3:44][O:45][C:46](=[O:51])[C:47]([NH:48][C:21]([C:12]1[CH:13]=[CH:14][C:15]2[C:20](=[CH:19][CH:18]=[CH:17][CH:16]=2)[C:11]=1[O:10][CH2:9][C:6]1[CH:7]=[N:8][C:3]([O:2][CH3:1])=[CH:4][CH:5]=1)=[O:22])([CH3:50])[CH3:49]. The catalyst class is: 136.